From a dataset of Reaction yield outcomes from USPTO patents with 853,638 reactions. Predict the reaction yield, written as a fraction of the theoretical maximum amount of product (1.0 means a 100% yield; for example, 0.34 means a 34% yield). (1) The product is [CH2:1]([C:3]1[N:7]=[C:6]([CH:8]([NH:10][CH2:17][C:12]2[CH:13]=[CH:14][CH:15]=[CH:16][N:11]=2)[CH3:9])[O:5][N:4]=1)[CH3:2]. No catalyst specified. The yield is 0.530. The reactants are [CH2:1]([C:3]1[N:7]=[C:6]([CH:8]([NH2:10])[CH3:9])[O:5][N:4]=1)[CH3:2].[N:11]1[CH:16]=[CH:15][CH:14]=[CH:13][C:12]=1[CH:17]=O. (2) The reactants are [OH:1][CH:2]([C:12]1[CH:17]=[CH:16][C:15]([CH3:18])=[CH:14][CH:13]=1)[C:3]#[C:4][C:5]1([OH:11])[CH2:10][CH2:9][CH2:8][CH2:7][CH2:6]1. The catalyst is ClCCl.[O-2].[O-2].[Mn+4]. The product is [OH:11][C:5]1([C:4]#[C:3][C:2]([C:12]2[CH:17]=[CH:16][C:15]([CH3:18])=[CH:14][CH:13]=2)=[O:1])[CH2:10][CH2:9][CH2:8][CH2:7][CH2:6]1. The yield is 0.910. (3) The reactants are Cl[C:2]1[C:7]([CH:8]=[O:9])=[C:6]([N:10]2[CH2:22][CH2:21][C:20]3[N:19]4[C:14]([CH2:15][CH2:16][CH2:17][CH2:18]4)=[C:13]([F:23])[C:12]=3[C:11]2=[O:24])[N:5]=[CH:4][CH:3]=1.[CH3:25][N:26]1[CH:31]=[C:30](B2OC(C)(C)C(C)(C)O2)[CH:29]=[C:28]([NH:41][C:42]2[CH:51]=[C:45]3[CH2:46][N:47]([CH3:50])[CH2:48][CH2:49][N:44]3[N:43]=2)[C:27]1=[O:52].C([O-])([O-])=O.[Na+].[Na+].CN(C=O)C. The catalyst is C1C=CC(P(C2C=CC=CC=2)[C-]2C=CC=C2)=CC=1.C1C=CC(P(C2C=CC=CC=2)[C-]2C=CC=C2)=CC=1.Cl[Pd]Cl.[Fe+2].O. The product is [F:23][C:13]1[C:12]2[C:11](=[O:24])[N:10]([C:6]3[C:7]([CH:8]=[O:9])=[C:2]([C:30]4[CH:29]=[C:28]([NH:41][C:42]5[CH:51]=[C:45]6[CH2:46][N:47]([CH3:50])[CH2:48][CH2:49][N:44]6[N:43]=5)[C:27](=[O:52])[N:26]([CH3:25])[CH:31]=4)[CH:3]=[CH:4][N:5]=3)[CH2:22][CH2:21][C:20]=2[N:19]2[C:14]=1[CH2:15][CH2:16][CH2:17][CH2:18]2. The yield is 0.560. (4) The reactants are [F:1][C:2]1[C:3]([OH:13])=[C:4]([CH:7]=[C:8]([N+:10]([O-:12])=[O:11])[CH:9]=1)[CH:5]=O.[CH3:14][NH2:15].[BH4-].[Na+].[CH:18]1[CH:23]=[CH:22][C:21]([CH2:24][O:25][C:26](Cl)=[O:27])=[CH:20][CH:19]=1. The catalyst is CO. The product is [F:1][C:2]1[C:3]([OH:13])=[C:4]([CH:7]=[C:8]([N+:10]([O-:12])=[O:11])[CH:9]=1)[CH2:5][N:15]([CH3:14])[C:26](=[O:27])[O:25][CH2:24][C:21]1[CH:22]=[CH:23][CH:18]=[CH:19][CH:20]=1. The yield is 0.731. (5) The reactants are [H-].[Na+].[NH2:3][C:4]1[CH:13]=[C:12]([F:14])[CH:11]=[CH:10][C:5]=1C(NC)=O.ClC(OC1C=CC=CC=1)=[O:17].[CH3:25][N:26]([CH3:29])[CH:27]=[O:28]. No catalyst specified. The product is [F:14][C:12]1[CH:13]=[C:4]2[C:5]([C:27](=[O:28])[N:26]([CH3:29])[C:25](=[O:17])[NH:3]2)=[CH:10][CH:11]=1. The yield is 0.510. (6) The reactants are Cl[CH2:2][C:3]([NH:5][C:6]1[N:7]=[C:8]2[CH:13]=[CH:12][C:11]([O:14][C:15]3[CH:16]=[C:17]([NH:21][C:22](=[O:33])[C:23]4[CH:28]=[CH:27][CH:26]=[C:25]([C:29]([F:32])([F:31])[F:30])[CH:24]=4)[CH:18]=[CH:19][CH:20]=3)=[N:10][N:9]2[CH:34]=1)=[O:4].[NH:35]1[CH2:40][CH2:39][O:38][CH2:37][CH2:36]1. The catalyst is C(#N)C. The product is [N:35]1([CH2:2][C:3]([NH:5][C:6]2[N:7]=[C:8]3[CH:13]=[CH:12][C:11]([O:14][C:15]4[CH:16]=[C:17]([NH:21][C:22](=[O:33])[C:23]5[CH:28]=[CH:27][CH:26]=[C:25]([C:29]([F:32])([F:31])[F:30])[CH:24]=5)[CH:18]=[CH:19][CH:20]=4)=[N:10][N:9]3[CH:34]=2)=[O:4])[CH2:40][CH2:39][O:38][CH2:37][CH2:36]1. The yield is 0.870.